The task is: Predict the reactants needed to synthesize the given product.. This data is from Full USPTO retrosynthesis dataset with 1.9M reactions from patents (1976-2016). (1) Given the product [CH3:26][CH:27]1[CH2:31][CH2:30][CH2:29][N:28]1[CH2:2][CH2:3][CH2:4][O:5][C:6]1[CH:11]=[CH:10][C:9]([C:12]2[N:13]3[C:17]([N:18]=[C:19]4[CH2:25][CH2:24][CH2:23][CH2:22][CH2:21][C:20]=24)=[CH:16][CH:15]=[N:14]3)=[CH:8][CH:7]=1, predict the reactants needed to synthesize it. The reactants are: Cl[CH2:2][CH2:3][CH2:4][O:5][C:6]1[CH:11]=[CH:10][C:9]([C:12]2[N:13]3[C:17]([N:18]=[C:19]4[CH2:25][CH2:24][CH2:23][CH2:22][CH2:21][C:20]=24)=[CH:16][CH:15]=[N:14]3)=[CH:8][CH:7]=1.[CH3:26][CH:27]1[CH2:31][CH2:30][CH2:29][NH:28]1.C([O-])([O-])=O.[K+].[K+]. (2) Given the product [C:1]([O:7][CH2:8][C@@H:9]([O:10][C:11]([CH3:14])([CH3:13])[CH3:12])[C:15]1[C:24]([CH3:25])=[CH:23][C:22]2[C:17](=[CH:18][C:19]([CH3:35])=[CH:20][CH:21]=2)[C:16]=1[O:27][S:28]([C:31]([F:34])([F:33])[F:32])(=[O:30])=[O:29])(=[O:6])[C:2]([CH3:5])([CH3:4])[CH3:3], predict the reactants needed to synthesize it. The reactants are: [C:1]([O:7][CH2:8][C@H:9]([C:15]1[C:24]([CH3:25])=[CH:23][C:22]2[C:17](=[CH:18][C:19](Br)=[CH:20][CH:21]=2)[C:16]=1[O:27][S:28]([C:31]([F:34])([F:33])[F:32])(=[O:30])=[O:29])[O:10][C:11]([CH3:14])([CH3:13])[CH3:12])(=[O:6])[C:2]([CH3:5])([CH3:4])[CH3:3].[C:35](=O)([O-])[O-].[K+].[K+].CB1OB(C)OB(C)O1. (3) Given the product [F:1][C:2]1[CH:7]=[C:6]([F:8])[CH:5]=[CH:4][C:3]=1[N:9]1[C:13](=[O:14])[C:12]([C:15]([O:17][CH2:18][CH3:19])=[O:16])=[CH:11][N:10]1[CH3:21], predict the reactants needed to synthesize it. The reactants are: [F:1][C:2]1[CH:7]=[C:6]([F:8])[CH:5]=[CH:4][C:3]=1[N:9]1[C:13](=[O:14])[C:12]([C:15]([O:17][CH2:18][CH3:19])=[O:16])=[CH:11][NH:10]1.F[C:21](F)(F)S(OC)(=O)=O. (4) Given the product [CH3:15][O:16][C:3]([CH:2]1[CH:1]2[CH:12]=[CH:11][CH:7]([CH:8]3[CH:10]2[CH2:9]3)[CH:6]1[C:5]([OH:4])=[O:13])=[O:14], predict the reactants needed to synthesize it. The reactants are: [CH:1]12[CH:12]=[CH:11][CH:7]([CH:8]3[CH:10]1[CH2:9]3)[CH:6]1[CH:2]2[C:3](=[O:14])[O:4][C:5]1=[O:13].[CH3:15][OH:16]. (5) The reactants are: [NH2:1][C:2]1[CH:10]=[CH:9][C:8]([O:11][CH3:12])=[CH:7][C:3]=1[C:4](O)=[O:5].Cl.C[N:15](C)CCCN=C=NCC.ON1C2C=CC=CC=2N=N1.CN1CCOCC1.N. Given the product [NH2:1][C:2]1[CH:10]=[CH:9][C:8]([O:11][CH3:12])=[CH:7][C:3]=1[C:4]([NH2:15])=[O:5], predict the reactants needed to synthesize it. (6) Given the product [Br:10][C:7]1[CH:8]=[CH:9][C:4]([C:3]([NH:13][NH2:14])=[O:2])=[CH:5][CH:6]=1, predict the reactants needed to synthesize it. The reactants are: C[O:2][C:3](=O)[C:4]1[CH:9]=[CH:8][C:7]([Br:10])=[CH:6][CH:5]=1.O.[NH2:13][NH2:14].